From a dataset of Full USPTO retrosynthesis dataset with 1.9M reactions from patents (1976-2016). Predict the reactants needed to synthesize the given product. (1) Given the product [CH2:39]([O:41][C:42]1[C:51]([O:52][CH3:53])=[CH:50][C:49]2[C:48]([C:54]3[CH:55]=[CH:56][C:57]([C:58]([N:35]4[CH2:36][CH2:37][CH:32]([N:18]5[C:19](=[O:31])[C:20]6[S:24][C:23]([C:25]7[CH:30]=[CH:29][CH:28]=[CH:27][CH:26]=7)=[CH:22][C:21]=6[N:16]([CH2:15][C:13]6[CH:12]=[N:11][N:10]([CH2:8][CH3:9])[N:14]=6)[C:17]5=[O:38])[CH2:33][CH2:34]4)=[O:59])=[CH:61][CH:62]=3)=[N:47][C@@H:46]3[CH2:63][CH2:64][S:65][CH2:66][C@@H:45]3[C:44]=2[CH:43]=1)[CH3:40], predict the reactants needed to synthesize it. The reactants are: FC(F)(F)C(O)=O.[CH2:8]([N:10]1[N:14]=[C:13]([CH2:15][N:16]2[C:21]3[CH:22]=[C:23]([C:25]4[CH:30]=[CH:29][CH:28]=[CH:27][CH:26]=4)[S:24][C:20]=3[C:19](=[O:31])[N:18]([CH:32]3[CH2:37][CH2:36][NH:35][CH2:34][CH2:33]3)[C:17]2=[O:38])[CH:12]=[N:11]1)[CH3:9].[CH2:39]([O:41][C:42]1[C:51]([O:52][CH3:53])=[CH:50][C:49]2[C:48]([C:54]3[CH:62]=[CH:61][C:57]([C:58](O)=[O:59])=[CH:56][CH:55]=3)=[N:47][C@@H:46]3[CH2:63][CH2:64][S:65][CH2:66][C@@H:45]3[C:44]=2[CH:43]=1)[CH3:40].CCN=C=NCCCN(C)C.C1C=C2N=NN(O)C2=CC=1.O.S([O-])(O)(=O)=O.[K+]. (2) Given the product [CH3:1][C:2]1([N:10]2[CH2:18][C:17]3[C:12](=[CH:13][CH:14]=[CH:15][C:16]=3[NH2:19])[C:11]2=[O:22])[CH2:7][CH2:6][C:5](=[O:8])[NH:4][C:3]1=[O:9], predict the reactants needed to synthesize it. The reactants are: [CH3:1][C:2]1([N:10]2[CH2:18][C:17]3[C:12](=[CH:13][CH:14]=[CH:15][C:16]=3[N+:19]([O-])=O)[C:11]2=[O:22])[CH2:7][CH2:6][C:5](=[O:8])[NH:4][C:3]1=[O:9].[H][H].